From a dataset of Forward reaction prediction with 1.9M reactions from USPTO patents (1976-2016). Predict the product of the given reaction. (1) Given the reactants [Cl:1][C:2]1[CH:7]=[CH:6][C:5]([C:8](=[O:26])[CH:9]=[CH:10][C:11]2[CH:16]=[CH:15][C:14]([S:17]([NH:20][CH2:21][C:22]([OH:25])([CH3:24])[CH3:23])(=[O:19])=[O:18])=[CH:13][CH:12]=2)=[C:4]([NH:27][C:28]2[CH:33]=[CH:32][CH:31]=[CH:30][CH:29]=2)[CH:3]=1, predict the reaction product. The product is: [Cl:1][C:2]1[CH:7]=[CH:6][C:5]([C:8](=[O:26])[CH2:9][CH2:10][C:11]2[CH:16]=[CH:15][C:14]([S:17]([NH:20][CH2:21][C:22]([OH:25])([CH3:24])[CH3:23])(=[O:19])=[O:18])=[CH:13][CH:12]=2)=[C:4]([NH:27][C:28]2[CH:29]=[CH:30][CH:31]=[CH:32][CH:33]=2)[CH:3]=1. (2) Given the reactants Cl.[NH2:2][C:3]1[CH:8]=[CH:7][CH:6]=[CH:5][C:4]=1B(O)O.P([O-])([O-])([O-])=O.[K+].[K+].[K+].Br[C:21]1[C:22]([C:33]#[N:34])=[N:23][N:24]([CH2:31][CH3:32])[C:25]=1[CH2:26][CH2:27][CH2:28][CH2:29][Cl:30], predict the reaction product. The product is: [Cl:30][CH2:29][CH2:28][CH2:27][CH2:26][C:25]1[N:24]([CH2:31][CH3:32])[N:23]=[C:22]2[C:21]=1[C:4]1[CH:5]=[CH:6][CH:7]=[CH:8][C:3]=1[N:2]=[C:33]2[NH2:34]. (3) Given the reactants [CH3:1][O:2][N:3]=[C:4]([C:9]1[CH:14]=[CH:13][C:12]([O:15][CH3:16])=[CH:11][CH:10]=1)[CH2:5][C:6]([OH:8])=O.[NH2:17][C:18](=[N:21][C:22](=[O:28])[O:23][C:24]([CH3:27])([CH3:26])[CH3:25])[S:19][CH3:20].CCN=C=NCCCN(C)C.Cl.C(N(CC)CC)C, predict the reaction product. The product is: [CH3:1][O:2][N:3]=[C:4]([C:9]1[CH:14]=[CH:13][C:12]([O:15][CH3:16])=[CH:11][CH:10]=1)[CH2:5][C:6]([NH:17][C:18](=[N:21][C:22](=[O:28])[O:23][C:24]([CH3:26])([CH3:25])[CH3:27])[S:19][CH3:20])=[O:8]. (4) Given the reactants [OH:1][C:2]1([CH3:18])[C@@H:6]2[O:7][C:8]([CH3:11])([CH3:10])[O:9][C@@H:5]2[C@H:4]([CH2:12]OS(C)(=O)=O)[O:3]1.[C:19]1(=[O:29])[NH:23][C:22](=[O:24])[C:21]2=[CH:25][CH:26]=[CH:27][CH:28]=[C:20]12.[K], predict the reaction product. The product is: [OH:1][C:2]1([CH3:18])[C@@H:6]2[O:7][C:8]([CH3:10])([CH3:11])[O:9][C@@H:5]2[C@H:4]([CH2:12][N:23]2[C:19](=[O:29])[C:20]3[C:21](=[CH:25][CH:26]=[CH:27][CH:28]=3)[C:22]2=[O:24])[O:3]1. (5) Given the reactants [OH:1][C:2]1[N:6]([C:7]2[CH:12]=[C:11]([C:13]#[N:14])[CH:10]=[CH:9][N:8]=2)[N:5]=[CH:4][CH:3]=1.[F:15][C:16]1[CH:17]=[C:18]([CH2:23]O)[CH:19]=[CH:20][C:21]=1[F:22], predict the reaction product. The product is: [F:15][C:16]1[CH:17]=[C:18]([CH:19]=[CH:20][C:21]=1[F:22])[CH2:23][O:1][C:2]1[N:6]([C:7]2[CH:12]=[C:11]([C:13]#[N:14])[CH:10]=[CH:9][N:8]=2)[N:5]=[CH:4][CH:3]=1.